This data is from Catalyst prediction with 721,799 reactions and 888 catalyst types from USPTO. The task is: Predict which catalyst facilitates the given reaction. (1) Reactant: [S:1]1[C:5]2[CH:6]=[CH:7][CH:8]=[CH:9][C:4]=2[C:3]([CH2:10][CH2:11][C:12](Cl)=[O:13])=[CH:2]1.[Cl-].[Cl-].[Cl-].[Al+3]. Product: [C:4]12[CH:9]=[CH:8][CH:7]=[CH:6][C:5]=1[S:1][C:2]1[C:12](=[O:13])[CH2:11][CH2:10][C:3]2=1. The catalyst class is: 2. (2) Reactant: [I:1][C:2]1[CH:8]=[C:7]([N+:9]([O-:11])=[O:10])[CH:6]=[CH:5][C:3]=1[NH2:4].C(N(CC)CC)C.[CH3:19][S:20](Cl)(=[O:22])=[O:21].[NH4+].[Cl-]. Product: [I:1][C:2]1[CH:8]=[C:7]([N+:9]([O-:11])=[O:10])[CH:6]=[CH:5][C:3]=1[N:4]([S:20]([CH3:19])(=[O:22])=[O:21])[S:20]([CH3:19])(=[O:22])=[O:21]. The catalyst class is: 2. (3) Reactant: C[O:2][C:3](=[O:19])[CH2:4][N:5]1[C:10]2[CH:11]=[CH:12][CH:13]=[CH:14][C:9]=2[S:8][CH:7]([CH:15]([CH3:17])[CH3:16])[C:6]1=[O:18].[OH-].[Na+]. Product: [CH:15]([CH:7]1[C:6](=[O:18])[N:5]([CH2:4][C:3]([OH:19])=[O:2])[C:10]2[CH:11]=[CH:12][CH:13]=[CH:14][C:9]=2[S:8]1)([CH3:17])[CH3:16]. The catalyst class is: 5. (4) Reactant: [CH2:1]([O:3][C:4]1[C:13]2[CH2:12][CH2:11][CH2:10][CH2:9][C:8]=2[N:7]=[C:6]([C:14]([O:16]C)=[O:15])[CH:5]=1)[CH3:2]. Product: [CH2:1]([O:3][C:4]1[C:13]2[CH2:12][CH2:11][CH2:10][CH2:9][C:8]=2[N:7]=[C:6]([C:14]([OH:16])=[O:15])[CH:5]=1)[CH3:2]. The catalyst class is: 40. (5) Reactant: [F:1][C:2]1[CH:10]=[C:9]2[C:5]([C:6]([C:20]3[CH:33]=[CH:32][C:23]4[NH:24][C:25]([CH2:27][CH2:28][C:29]([OH:31])=O)=[N:26][C:22]=4[CH:21]=3)=[CH:7][N:8]2[S:11]([C:14]2[CH:19]=[CH:18][CH:17]=[CH:16][CH:15]=2)(=[O:13])=[O:12])=[CH:4][CH:3]=1.CN(C(ON1N=NC2C=CC=NC1=2)=[N+](C)C)C.F[P-](F)(F)(F)(F)F.CCN(CC)CC.[NH4+].[Cl-]. Product: [F:1][C:2]1[CH:10]=[C:9]2[C:5]([C:6]([C:20]3[CH:33]=[CH:32][C:23]4[N:24]5[C:29](=[O:31])[CH2:28][CH2:27][C:25]5=[N:26][C:22]=4[CH:21]=3)=[CH:7][N:8]2[S:11]([C:14]2[CH:19]=[CH:18][CH:17]=[CH:16][CH:15]=2)(=[O:13])=[O:12])=[CH:4][CH:3]=1. The catalyst class is: 20. (6) Reactant: [CH3:1][Si:2]([CH3:28])([C:24]([CH3:27])([CH3:26])[CH3:25])[O:3][CH2:4][C@@H:5]1[C@@H:14]2[C@@H:8]([O:9][C@@H:10]([CH2:15]O)[CH2:11][CH:12]=[CH:13]2)[CH2:7][C@H:6]1[O:17][CH:18]1[CH2:23][CH2:22][CH2:21][CH2:20][O:19]1.OI1(=O)C2C=CC=CC=2[C:32](=O)O1.[C:41]([O:44][CH2:45][CH3:46])(=[O:43])[CH3:42].O. Product: [CH3:28][Si:2]([CH3:1])([C:24]([CH3:25])([CH3:26])[CH3:27])[O:3][CH2:4][C@@H:5]1[C@@H:14]2[C@@H:8]([O:9][C@@H:10](/[CH:15]=[CH:42]/[C:41]([O:44][CH:45]([CH3:32])[CH3:46])=[O:43])[CH2:11][CH:12]=[CH:13]2)[CH2:7][C@H:6]1[O:17][CH:18]1[CH2:23][CH2:22][CH2:21][CH2:20][O:19]1. The catalyst class is: 16.